Dataset: Reaction yield outcomes from USPTO patents with 853,638 reactions. Task: Predict the reaction yield, written as a fraction of the theoretical maximum amount of product (1.0 means a 100% yield; for example, 0.34 means a 34% yield). (1) The reactants are [NH2:1][C:2]1[C:11]2[C:6](=[CH:7][CH:8]=[CH:9][CH:10]=2)[CH:5]=[CH:4][C:3]=1[NH:12][C:13]1[CH:14]=[C:15]([CH:18]=[CH:19][CH:20]=1)[C:16]#[N:17].[C:21](Cl)(=[O:26])[CH2:22][C:23](Cl)=[O:24].C(=O)(O)[O-].[Na+]. The catalyst is C1(C)C=CC=CC=1. The product is [C:16]([C:15]1[CH:14]=[C:13]([N:12]2[C:23](=[O:24])[CH2:22][C:21](=[O:26])[NH:1][C:2]3[C:11]4[C:6]([CH:5]=[CH:4][C:3]2=3)=[CH:7][CH:8]=[CH:9][CH:10]=4)[CH:20]=[CH:19][CH:18]=1)#[N:17]. The yield is 0.270. (2) The reactants are [NH2:1][C@@:2]([C:6]1[CH:11]=[C:10]([Br:12])[CH:9]=[CH:8][C:7]=1[F:13])([CH3:5])[CH2:3][OH:4].[CH3:14][O:15][C:16]1[CH:23]=[C:22]([O:24][CH3:25])[CH:21]=[CH:20][C:17]=1[CH:18]=O.C(O[BH-](OC(=O)C)OC(=O)C)(=O)C.[Na+]. The catalyst is ClCCCl. The product is [Br:12][C:10]1[CH:9]=[CH:8][C:7]([F:13])=[C:6]([C@:2]([NH:1][CH2:18][C:17]2[CH:20]=[CH:21][C:22]([O:24][CH3:25])=[CH:23][C:16]=2[O:15][CH3:14])([CH3:5])[CH2:3][OH:4])[CH:11]=1. The yield is 0.955. (3) The reactants are [OH:1][C:2]1[CH:11]=[C:10]2[C:5]([C:6](=[O:12])[NH:7][CH:8]=[N:9]2)=[CH:4][C:3]=1[O:13][CH3:14].[C:15](OC(=O)C)(=[O:17])[CH3:16].O. The catalyst is N1C=CC=CC=1. The product is [C:15]([O:1][C:2]1[CH:11]=[C:10]2[C:5]([C:6](=[O:12])[NH:7][CH:8]=[N:9]2)=[CH:4][C:3]=1[O:13][CH3:14])(=[O:17])[CH3:16]. The yield is 0.760. (4) The reactants are Br[C:2]1[C:7]([CH:8]=[O:9])=[CH:6][C:5]([Cl:10])=[N:4][CH:3]=1.[Cl:11][C:12]1[CH:17]=[CH:16][CH:15]=[CH:14][C:13]=1[C:18]#[CH:19].C(N(CC)C(C)C)(C)C. The catalyst is O1CCOCC1.C(OCC)(=O)C.[Cu]I.Cl[Pd](Cl)([P](C1C=CC=CC=1)(C1C=CC=CC=1)C1C=CC=CC=1)[P](C1C=CC=CC=1)(C1C=CC=CC=1)C1C=CC=CC=1. The product is [Cl:10][C:5]1[CH:6]=[C:7]([C:2]([C:19]#[C:18][C:13]2[CH:14]=[CH:15][CH:16]=[CH:17][C:12]=2[Cl:11])=[CH:3][N:4]=1)[CH:8]=[O:9]. The yield is 0.880. (5) The reactants are C([N:4](C(C)C)CC)(C)C.[C:10](Cl)(=[O:18])[CH2:11][CH2:12][CH2:13][CH2:14][CH2:15][CH2:16][CH3:17].[OH-].[Na+]. The catalyst is ClCCl. The product is [C:10]([NH2:4])(=[O:18])[CH2:11][CH2:12][CH2:13][CH2:14][CH2:15][CH2:16][CH3:17]. The yield is 0.400. (6) The reactants are [Cl:1][C:2]1[CH:7]=[CH:6][C:5]([S:8]([N:11]2[CH2:16][CH2:15][CH2:14][C@@H:13]([C:17]([OH:19])=O)[CH2:12]2)(=[O:10])=[O:9])=[CH:4][CH:3]=1.[CH:20]1([NH2:25])[CH2:24][CH2:23][CH2:22][CH2:21]1. No catalyst specified. The product is [CH:20]1([NH:25][C:17]([C@@H:13]2[CH2:14][CH2:15][CH2:16][N:11]([S:8]([C:5]3[CH:4]=[CH:3][C:2]([Cl:1])=[CH:7][CH:6]=3)(=[O:9])=[O:10])[CH2:12]2)=[O:19])[CH2:24][CH2:23][CH2:22][CH2:21]1. The yield is 0.800.